Predict the product of the given reaction. From a dataset of Forward reaction prediction with 1.9M reactions from USPTO patents (1976-2016). (1) Given the reactants [OH:1][C:2]1[CH:11]=[CH:10][C:5]([C:6]([O:8][CH3:9])=[O:7])=[CH:4][C:3]=1[CH3:12].FC(F)(F)S(O[CH2:19][C:20]([F:23])([F:22])[CH3:21])(=O)=O, predict the reaction product. The product is: [F:22][C:20]([F:23])([CH3:21])[CH2:19][O:1][C:2]1[CH:11]=[CH:10][C:5]([C:6]([O:8][CH3:9])=[O:7])=[CH:4][C:3]=1[CH3:12]. (2) Given the reactants [N:1]([C:4]1[CH:9]=[CH:8][C:7]([F:10])=[CH:6][CH:5]=1)=[N+:2]=[N-:3].[CH:11]([N:14]1[CH2:19][CH2:18][CH2:17][CH2:16][CH2:15]1)=[CH:12][CH3:13], predict the reaction product. The product is: [F:10][C:7]1[CH:8]=[CH:9][C:4]([N:1]2[CH:11]([N:14]3[CH2:19][CH2:18][CH2:17][CH2:16][CH2:15]3)[CH:12]([CH3:13])[N:3]=[N:2]2)=[CH:5][CH:6]=1. (3) Given the reactants C([O:3][C:4]([C:6]1[N:7]=[C:8]([C:11]2[CH:16]=[CH:15][CH:14]=[C:13]([C:17]([F:20])([F:19])[F:18])[N:12]=2)[S:9][CH:10]=1)=O)C.[BH4-].[Na+].CO.O, predict the reaction product. The product is: [F:20][C:17]([F:18])([F:19])[C:13]1[N:12]=[C:11]([C:8]2[S:9][CH:10]=[C:6]([CH2:4][OH:3])[N:7]=2)[CH:16]=[CH:15][CH:14]=1. (4) Given the reactants Cl[C:2]1[N:7]=[C:6]([C@@H:8]([NH:18][C:19](=[O:35])[CH2:20][N:21]2[C:25]3[C:26]([F:31])([F:30])[C@@H:27]4[CH2:29][C@@H:28]4[C:24]=3[C:23]([CH:32]([F:34])[F:33])=[N:22]2)[CH2:9][C:10]2[CH:15]=[C:14]([F:16])[CH:13]=[C:12]([F:17])[CH:11]=2)[C:5]([C:36]2[CH:37]=[CH:38][C:39]([Cl:51])=[C:40]3[C:44]=2[N:43]([CH3:45])[N:42]=[C:41]3[NH:46][S:47]([CH3:50])(=[O:49])=[O:48])=[CH:4][CH:3]=1.[F:52][CH2:53][C:54]([CH2:58][F:59])([OH:57])[C:55]#[CH:56].C(NCC)C, predict the reaction product. The product is: [Cl:51][C:39]1[CH:38]=[CH:37][C:36]([C:5]2[C:6]([C@@H:8]([NH:18][C:19](=[O:35])[CH2:20][N:21]3[C:25]4[C:26]([F:30])([F:31])[C@@H:27]5[CH2:29][C@@H:28]5[C:24]=4[C:23]([CH:32]([F:34])[F:33])=[N:22]3)[CH2:9][C:10]3[CH:11]=[C:12]([F:17])[CH:13]=[C:14]([F:16])[CH:15]=3)=[N:7][C:2]([C:56]#[C:55][C:54]([CH2:58][F:59])([OH:57])[CH2:53][F:52])=[CH:3][CH:4]=2)=[C:44]2[C:40]=1[C:41]([NH:46][S:47]([CH3:50])(=[O:48])=[O:49])=[N:42][N:43]2[CH3:45]. (5) Given the reactants C(O)(=O)C.CC[N:7]([CH:11]([CH3:13])[CH3:12])C(C)C.Cl.[Cl:15]C1[C@H](F)CN[C@H]1C(N[C:25]1[CH:30]=[CH:29][CH:28]=[C:27]([Cl:31])N=1)=O.CN(C(ON1N=N[C:42]2[CH:43]=[CH:44]C=N[C:41]1=2)=[N+](C)C)C.[F:49][P-](F)(F)(F)(F)F, predict the reaction product. The product is: [ClH:15].[Cl:31][C:27]1[CH:28]=[CH:29][CH:30]=[CH:25][C:41]=1[C:42]1[CH:43]=[CH:44][CH:12]=[C:11]([NH2:7])[C:13]=1[F:49]. (6) Given the reactants C(N(CC)CC)C.[Cl:8][C:9]1[CH:10]=[C:11]2[C:16](=[CH:17][CH:18]=1)[CH:15]=[C:14]([SH:19])[CH:13]=[CH:12]2.[OH:20][CH2:21][C:22](=[CH2:28])[C:23]([O:25]CC)=[O:24].[OH-].[Na+], predict the reaction product. The product is: [Cl:8][C:9]1[CH:10]=[C:11]2[C:16](=[CH:17][CH:18]=1)[CH:15]=[C:14]([S:19][CH2:28][CH:22]([CH2:21][OH:20])[C:23]([OH:25])=[O:24])[CH:13]=[CH:12]2. (7) Given the reactants [OH:1][CH2:2][C@@H:3]([N:6]([CH2:14][C:15]([N:17]([O:19][CH3:20])[CH3:18])=[O:16])[C:7](=[O:13])[O:8][C:9]([CH3:12])([CH3:11])[CH3:10])[CH:4]=[CH2:5].S(OC)(O[CH3:25])(=O)=O.[Li+].C[Si]([N-][Si](C)(C)C)(C)C, predict the reaction product. The product is: [CH3:20][O:19][N:17]([CH3:18])[C:15](=[O:16])[CH2:14][N:6]([C@@H:3]([CH:4]=[CH2:5])[CH2:2][O:1][CH3:25])[C:7](=[O:13])[O:8][C:9]([CH3:10])([CH3:11])[CH3:12]. (8) Given the reactants FC(F)(F)C(O)=O.[NH2:8][C@@H:9]([CH2:14][C:15]1[CH:20]=[CH:19][C:18]([CH:21]2[S:25](=[O:27])(=[O:26])[NH:24][C:23](=[O:28])[CH2:22]2)=[C:17]([Cl:29])[CH:16]=1)[C:10]([O:12]C)=[O:11].C(N(CC)CC)C.[C:37]1([S:43](Cl)(=[O:45])=[O:44])[CH:42]=[CH:41][CH:40]=[CH:39][CH:38]=1.[OH-].[Li+].Cl, predict the reaction product. The product is: [Cl:29][C:17]1[CH:16]=[C:15]([CH2:14][C@H:9]([NH:8][S:43]([C:37]2[CH:42]=[CH:41][CH:40]=[CH:39][CH:38]=2)(=[O:45])=[O:44])[C:10]([OH:12])=[O:11])[CH:20]=[CH:19][C:18]=1[CH:21]1[S:25](=[O:27])(=[O:26])[NH:24][C:23](=[O:28])[CH2:22]1.